This data is from Forward reaction prediction with 1.9M reactions from USPTO patents (1976-2016). The task is: Predict the product of the given reaction. Given the reactants COC1C=CC(C(OC[C@H]2O[C@@H](N3C4C(C(C(C5C=CC=CC=5)(C5C=CC=CC=5)C5C=CC(OC)=CC=5)(N=CN=4)N)=NC3)[C@H](O)[C@@H]2O)(C2C=CC=CC=2)C2C=CC=CC=2)=CC=1.O=P12OP3(OP(OP(O3)(O1)=O)(=O)O2)=O.[H-].[Na+].[C:78]([O:84][CH2:85]Cl)(=[O:83])[C:79]([CH3:82])([CH3:81])[CH3:80].[Na+].[I-].[CH3:89][O:90][C:91]1[CH:155]=[CH:154][C:94]([C:95]([O:108][CH2:109][C@H:110]2[O:114][C@@H:113]([N:115]3[C:145]4[N:144]=[CH:143][N:142]=[C:119]([NH:120][C:121]([C:136]5[CH:141]=[CH:140][CH:139]=[CH:138][CH:137]=5)([C:130]5[CH:135]=[CH:134][CH:133]=[CH:132][CH:131]=5)[C:122]5[CH:127]=[CH:126][C:125]([O:128][CH3:129])=[CH:124][CH:123]=5)[C:118]=4[N:117]=[CH:116]3)[C@H:112]([OH:146])[C@@H:111]2[O:147]C(=O)C(C)(C)C)([C:102]2[CH:107]=[CH:106][CH:105]=[CH:104][CH:103]=2)[C:96]2[CH:101]=[CH:100][CH:99]=[CH:98][CH:97]=2)=[CH:93][CH:92]=1, predict the reaction product. The product is: [CH3:89][O:90][C:91]1[CH:155]=[CH:154][C:94]([C:95]([O:108][CH2:109][C@H:110]2[O:114][C@@H:113]([N:115]3[C:145]4[N:144]=[CH:143][N:142]=[C:119]([NH:120][C:121]([C:136]5[CH:137]=[CH:138][CH:139]=[CH:140][CH:141]=5)([C:130]5[CH:135]=[CH:134][CH:133]=[CH:132][CH:131]=5)[C:122]5[CH:127]=[CH:126][C:125]([O:128][CH3:129])=[CH:124][CH:123]=5)[C:118]=4[N:117]=[CH:116]3)[C@H:112]([OH:146])[C@@H:111]2[O:147][CH2:85][O:84][C:78](=[O:83])[C:79]([CH3:82])([CH3:81])[CH3:80])([C:102]2[CH:103]=[CH:104][CH:105]=[CH:106][CH:107]=2)[C:96]2[CH:101]=[CH:100][CH:99]=[CH:98][CH:97]=2)=[CH:93][CH:92]=1.